This data is from Forward reaction prediction with 1.9M reactions from USPTO patents (1976-2016). The task is: Predict the product of the given reaction. (1) Given the reactants [CH3:1][C:2]1[CH:7]=[C:6]([CH3:8])[CH:5]=[C:4]([CH3:9])[C:3]=1[OH:10].[H-].[Na+].[C:13]([C:17]1[N:18]=[C:19](Cl)[C:20]([C:23]([O:25]CC)=[O:24])=[N:21][CH:22]=1)([CH3:16])([CH3:15])[CH3:14].[OH-].[Na+].Cl, predict the reaction product. The product is: [C:13]([C:17]1[N:18]=[C:19]([O:10][C:3]2[C:4]([CH3:9])=[CH:5][C:6]([CH3:8])=[CH:7][C:2]=2[CH3:1])[C:20]([C:23]([OH:25])=[O:24])=[N:21][CH:22]=1)([CH3:16])([CH3:14])[CH3:15]. (2) Given the reactants [C:1]1([NH:7][C:8]2[CH:13]=[CH:12][CH:11]=[CH:10][CH:9]=2)[CH:6]=[CH:5][CH:4]=[CH:3][CH:2]=1.[F:14][C:15]([S:18]([OH:21])(=[O:20])=[O:19])([F:17])[F:16], predict the reaction product. The product is: [O-:21][S:18]([C:15]([F:17])([F:16])[F:14])(=[O:20])=[O:19].[C:8]1([NH2+:7][C:1]2[CH:2]=[CH:3][CH:4]=[CH:5][CH:6]=2)[CH:9]=[CH:10][CH:11]=[CH:12][CH:13]=1. (3) Given the reactants [N:1]1([C:7]([O:9][C:10]([CH3:13])([CH3:12])[CH3:11])=[O:8])[CH2:6][CH2:5][NH:4][CH2:3][CH2:2]1.CCN(CC)CC.[CH3:21][S:22](Cl)(=[O:24])=[O:23].CC(=O)OCC, predict the reaction product. The product is: [CH3:21][S:22]([N:4]1[CH2:5][CH2:6][N:1]([C:7]([O:9][C:10]([CH3:13])([CH3:12])[CH3:11])=[O:8])[CH2:2][CH2:3]1)(=[O:24])=[O:23]. (4) Given the reactants [NH:1]1[C:9]2[C:4](=[C:5]([C:10]3[N:11]=[C:12]([N:41]4[CH2:46][CH2:45][O:44][CH2:43][CH2:42]4)[C:13]4[S:18][C:17]([CH2:19][N:20]5[CH2:25][CH2:24][N:23]([C:26](=[O:40])[CH2:27][CH2:28][C:29](=[O:39])[CH2:30]P(=O)(OCC)OCC)[CH2:22][CH2:21]5)=[CH:16][C:14]=4[N:15]=3)[CH:6]=[CH:7][CH:8]=2)[CH:3]=[N:2]1.[CH:47]1([CH:50]=O)[CH2:49][CH2:48]1.C([O-])([O-])=O.[Na+].[Na+], predict the reaction product. The product is: [NH:1]1[C:9]2[C:4](=[C:5]([C:10]3[N:11]=[C:12]([N:41]4[CH2:46][CH2:45][O:44][CH2:43][CH2:42]4)[C:13]4[S:18][C:17]([CH2:19][N:20]5[CH2:21][CH2:22][N:23]([C:26](=[O:40])[CH2:27][CH2:28][C:29](=[O:39])/[CH:30]=[CH:50]/[CH:47]6[CH2:49][CH2:48]6)[CH2:24][CH2:25]5)=[CH:16][C:14]=4[N:15]=3)[CH:6]=[CH:7][CH:8]=2)[CH:3]=[N:2]1. (5) Given the reactants [F:1][C:2]([F:19])([F:18])[C:3]1[CH:4]=[C:5]([C:13]2[N:17]=[CH:16][NH:15][N:14]=2)[CH:6]=[C:7]([C:9]([F:12])([F:11])[F:10])[CH:8]=1.C1N2CCN(CC2)C1.I/[CH:29]=[CH:30]\[C:31]([O:33][CH:34]([CH3:36])[CH3:35])=[O:32], predict the reaction product. The product is: [F:19][C:2]([F:1])([F:18])[C:3]1[CH:4]=[C:5]([C:13]2[N:17]=[CH:16][N:15](/[CH:29]=[CH:30]\[C:31]([O:33][CH:34]([CH3:36])[CH3:35])=[O:32])[N:14]=2)[CH:6]=[C:7]([C:9]([F:10])([F:12])[F:11])[CH:8]=1. (6) Given the reactants [F:1][C:2]([F:15])([F:14])[C:3]1[CH:4]=[C:5]2[C:10](=[CH:11][CH:12]=1)[NH:9][C:8](=[O:13])[CH:7]=[CH:6]2.[H-].[Na+].CN(C=[O:22])C.[CH2:23]1[CH2:27][O:26][CH2:25][CH2:24]1, predict the reaction product. The product is: [O:13]=[C:8]1[CH:7]=[CH:6][C:5]2[C:10](=[CH:11][CH:12]=[C:3]([C:2]([F:1])([F:14])[F:15])[CH:4]=2)[N:9]1[CH2:24][C:25]([O:26][CH2:27][CH3:23])=[O:22]. (7) Given the reactants [NH2:1][C:2]1[CH:6]=[C:5]([S:7][CH3:8])[S:4][C:3]=1[C:9]([O:11]CC)=O.[CH:14]([NH2:16])=O, predict the reaction product. The product is: [CH3:8][S:7][C:5]1[S:4][C:3]2[C:9](=[O:11])[NH:16][CH:14]=[N:1][C:2]=2[CH:6]=1.